From a dataset of Peptide-MHC class I binding affinity with 185,985 pairs from IEDB/IMGT. Regression. Given a peptide amino acid sequence and an MHC pseudo amino acid sequence, predict their binding affinity value. This is MHC class I binding data. (1) The peptide sequence is GSTELSPLY. The MHC is HLA-A29:02 with pseudo-sequence HLA-A29:02. The binding affinity (normalized) is 0.702. (2) The peptide sequence is VQRQIQVHA. The MHC is HLA-A02:01 with pseudo-sequence HLA-A02:01. The binding affinity (normalized) is 0.157. (3) The peptide sequence is RPTHKPVTL. The MHC is HLA-A02:01 with pseudo-sequence HLA-A02:01. The binding affinity (normalized) is 0.213. (4) The peptide sequence is ELPQWLSANR. The MHC is HLA-B08:01 with pseudo-sequence HLA-B08:01. The binding affinity (normalized) is 0. (5) The peptide sequence is LTEPPTLAY. The MHC is HLA-A30:02 with pseudo-sequence HLA-A30:02. The binding affinity (normalized) is 0.357. (6) The peptide sequence is YRFRKSSKK. The MHC is HLA-A31:01 with pseudo-sequence HLA-A31:01. The binding affinity (normalized) is 0.0847.